Task: Predict the reactants needed to synthesize the given product.. Dataset: Full USPTO retrosynthesis dataset with 1.9M reactions from patents (1976-2016) Given the product [CH2:36]([NH:43][C:44](=[O:54])[NH:45][CH:46]([CH2:51][CH:52]=[CH2:53])[CH2:47][C:48]([OH:50])=[O:49])[C:37]1[CH:38]=[CH:39][CH:40]=[CH:41][CH:42]=1, predict the reactants needed to synthesize it. The reactants are: NC(CC1C=CC(OC(C)(C)C)=CC=1)C(N(CC(OCC)OCC)CC1C=CC=C2C=1NN=C2)=O.[CH2:36]([NH:43][C:44](=[O:54])[NH:45][C@H:46]([CH2:51][CH:52]=[CH2:53])[CH2:47][C:48]([OH:50])=[O:49])[C:37]1[CH:42]=[CH:41][CH:40]=[CH:39][CH:38]=1.CCN=C=NCCCN(C)C.Cl.C1C=CC2N(O)N=NC=2C=1.CCN(C(C)C)C(C)C.